From a dataset of Peptide-MHC class I binding affinity with 185,985 pairs from IEDB/IMGT. Regression. Given a peptide amino acid sequence and an MHC pseudo amino acid sequence, predict their binding affinity value. This is MHC class I binding data. (1) The peptide sequence is ALPPRAYAM. The MHC is HLA-A68:02 with pseudo-sequence HLA-A68:02. The binding affinity (normalized) is 0. (2) The peptide sequence is GELRKAICL. The MHC is HLA-B18:01 with pseudo-sequence HLA-B18:01. The binding affinity (normalized) is 0.158. (3) The peptide sequence is VQPPQLTLQV. The MHC is HLA-A23:01 with pseudo-sequence HLA-A23:01. The binding affinity (normalized) is 0. (4) The peptide sequence is RAENRTYIY. The MHC is HLA-B54:01 with pseudo-sequence HLA-B54:01. The binding affinity (normalized) is 0. (5) The peptide sequence is AVMRMGDLH. The MHC is HLA-A33:01 with pseudo-sequence HLA-A33:01. The binding affinity (normalized) is 0.